Dataset: Full USPTO retrosynthesis dataset with 1.9M reactions from patents (1976-2016). Task: Predict the reactants needed to synthesize the given product. Given the product [C:1]1([S:7](/[CH:10]=[CH:11]/[C:18]2[CH:21]=[CH:22][C:15]([Br:14])=[CH:16][CH:17]=2)(=[O:9])=[O:8])[CH:6]=[CH:5][CH:4]=[CH:3][CH:2]=1, predict the reactants needed to synthesize it. The reactants are: [C:1]1([S:7]([CH2:10][C:11](O)=O)(=[O:9])=[O:8])[CH:6]=[CH:5][CH:4]=[CH:3][CH:2]=1.[Br:14][C:15]1[CH:22]=[CH:21][C:18](C=O)=[CH:17][CH:16]=1.